Dataset: Full USPTO retrosynthesis dataset with 1.9M reactions from patents (1976-2016). Task: Predict the reactants needed to synthesize the given product. Given the product [ClH:35].[ClH:35].[C:4]([OH:34])(=[O:3])[CH2:5][CH2:6][CH2:7][CH2:8][CH3:9], predict the reactants needed to synthesize it. The reactants are: C([O:3][C:4](=[O:34])[C@:5](NC(OC(C)(C)C)=O)(CCN1CCCC1)[CH2:6][CH2:7][CH2:8][CH2:9]B1OC(C)(C)C(C)(C)O1)C.[ClH:35].